Dataset: Full USPTO retrosynthesis dataset with 1.9M reactions from patents (1976-2016). Task: Predict the reactants needed to synthesize the given product. Given the product [NH2:31][C:29]1[C:28]2[NH:32][CH:33]=[C:34]([CH2:15][N:4]3[CH2:5][C@H:6]([CH2:7][S:8][C:9]4[CH:14]=[CH:13][CH:12]=[CH:11][N:10]=4)[C@@H:2]([OH:1])[CH2:3]3)[C:27]=2[N:26]=[CH:25][N:30]=1, predict the reactants needed to synthesize it. The reactants are: [OH:1][C@@H:2]1[C@@H:6]([CH2:7][S:8][C:9]2[CH:14]=[CH:13][CH:12]=[CH:11][N:10]=2)[CH2:5][N:4]([C:15](OC(C)(C)C)=O)[CH2:3]1.Cl.C=O.[CH:25]1[N:26]=[C:27]2[CH2:34][CH:33]=[N:32][C:28]2=[C:29]([NH2:31])[N:30]=1.